Dataset: Forward reaction prediction with 1.9M reactions from USPTO patents (1976-2016). Task: Predict the product of the given reaction. (1) Given the reactants [Cl:1][C:2]1[N:7]=[C:6]([NH:8][NH:9][C:10](=[O:29])[C@H:11]([CH2:23][CH:24]2[CH2:28][CH2:27][CH2:26][CH2:25]2)[CH2:12][N:13]([O:16]C2CCCCO2)[CH:14]=[O:15])[C:5]([F:30])=[C:4]([N:31]2[CH2:36][CH2:35][N:34]([CH3:37])[CH2:33][CH2:32]2)[N:3]=1.CC(O)=O, predict the reaction product. The product is: [Cl:1][C:2]1[N:7]=[C:6]([NH:8][NH:9][C:10](=[O:29])[C@H:11]([CH2:23][CH:24]2[CH2:25][CH2:26][CH2:27][CH2:28]2)[CH2:12][N:13]([OH:16])[CH:14]=[O:15])[C:5]([F:30])=[C:4]([N:31]2[CH2:36][CH2:35][N:34]([CH3:37])[CH2:33][CH2:32]2)[N:3]=1. (2) Given the reactants [Br:1][C:2]1[N:7]=[CH:6][C:5]2[CH:8]=[C:9]([C:11]3[O:15][CH:14]=[N:13][CH:12]=3)[NH:10][C:4]=2[CH:3]=1.C(N(CC)CC)C.[C:23](O[C:23]([O:25][C:26]([CH3:29])([CH3:28])[CH3:27])=[O:24])([O:25][C:26]([CH3:29])([CH3:28])[CH3:27])=[O:24], predict the reaction product. The product is: [Br:1][C:2]1[N:7]=[CH:6][C:5]2[CH:8]=[C:9]([C:11]3[O:15][CH:14]=[N:13][CH:12]=3)[N:10]([C:23]([O:25][C:26]([CH3:29])([CH3:28])[CH3:27])=[O:24])[C:4]=2[CH:3]=1. (3) The product is: [CH2:1]([O:3][C:4]([C:5]1[C:10]([NH2:11])=[CH:9][CH:8]=[C:7]2[C:6]=1[NH:19][CH:15]=[CH:14]2)=[O:22])[CH3:2]. Given the reactants [CH2:1]([O:3][C:4](=[O:22])[C:5]1[C:10]([N+:11]([O-])=O)=[CH:9][CH:8]=[C:7]([CH:14]=[CH:15]N(C)C)[C:6]=1[N+:19]([O-])=O)[CH3:2], predict the reaction product. (4) Given the reactants [CH:1]1([N:4]([CH2:29][C:30]2[CH:35]=[C:34]([CH2:36][CH2:37][CH2:38][O:39][CH3:40])[CH:33]=[C:32]([O:41][CH2:42][CH2:43][O:44][CH3:45])[CH:31]=2)[C:5]([C@@H:7]2[C@:12]([C:14]3[CH:19]=[CH:18][C:17]([F:20])=[C:16]([F:21])[CH:15]=3)([OH:13])[CH2:11][CH2:10][N:9]([C:22]([O:24][C:25]([CH3:28])([CH3:27])[CH3:26])=[O:23])[CH2:8]2)=[O:6])[CH2:3][CH2:2]1.[H-].[Na+].[CH2:48](I)[CH3:49], predict the reaction product. The product is: [CH:1]1([N:4]([CH2:29][C:30]2[CH:35]=[C:34]([CH2:36][CH2:37][CH2:38][O:39][CH3:40])[CH:33]=[C:32]([O:41][CH2:42][CH2:43][O:44][CH3:45])[CH:31]=2)[C:5]([C@@H:7]2[C@:12]([C:14]3[CH:19]=[CH:18][C:17]([F:20])=[C:16]([F:21])[CH:15]=3)([O:13][CH2:48][CH3:49])[CH2:11][CH2:10][N:9]([C:22]([O:24][C:25]([CH3:28])([CH3:27])[CH3:26])=[O:23])[CH2:8]2)=[O:6])[CH2:3][CH2:2]1.